From a dataset of Forward reaction prediction with 1.9M reactions from USPTO patents (1976-2016). Predict the product of the given reaction. Given the reactants [P:1]([O:5][CH2:6][C:7]([O-:9])=[O:8])([OH:4])([OH:3])=[O:2].[CH:10]1([NH3+])[CH2:15]CCC[CH2:11]1.C1([NH3+])CCCCC1.C1([NH3+])CCCCC1.P([O:35][CH2:36]C([O-])=O)(O)(O)=O.P([O:44][CH2:45]C([O-])=O)(O)(O)=O, predict the reaction product. The product is: [P:1]([O:5][CH2:6][C:7]([OH:9])=[O:8])([OH:4])([OH:3])=[O:2].[CH3:36][O:35][C:10]([O:44][CH3:45])([CH3:15])[CH3:11].